From a dataset of Full USPTO retrosynthesis dataset with 1.9M reactions from patents (1976-2016). Predict the reactants needed to synthesize the given product. (1) Given the product [NH2:20][CH2:19][C:14]1[CH:15]=[CH:16][CH:17]=[CH:18][C:13]=1[C:12]([NH:11][C:10]1[C:9]2[CH2:32][N:33]([S:37]([C:40]3[CH:45]=[C:44]([F:46])[CH:43]=[C:42]([F:47])[CH:41]=3)(=[O:39])=[O:38])[C:34]([CH3:36])([CH3:35])[C:8]=2[NH:7][N:6]=1)=[O:31], predict the reactants needed to synthesize it. The reactants are: C(OC([N:6]1[C:10]([NH:11][C:12](=[O:31])[C:13]2[CH:18]=[CH:17][CH:16]=[CH:15][C:14]=2[CH2:19][N:20]2C(=O)C3C(=CC=CC=3)C2=O)=[C:9]2[CH2:32][N:33]([S:37]([C:40]3[CH:45]=[C:44]([F:46])[CH:43]=[C:42]([F:47])[CH:41]=3)(=[O:39])=[O:38])[C:34]([CH3:36])([CH3:35])[C:8]2=[N:7]1)=O)C.O.NN. (2) The reactants are: C[Si]([C:5]#[C:6][S:7]([C:10]1[CH:15]=[CH:14][C:13]([CH3:16])=[CH:12][CH:11]=1)(=[O:9])=[O:8])(C)C.[Br:17]N1C(=O)CCC1=O. Given the product [Br:17][C:5]#[C:6][S:7]([C:10]1[CH:15]=[CH:14][C:13]([CH3:16])=[CH:12][CH:11]=1)(=[O:9])=[O:8], predict the reactants needed to synthesize it. (3) Given the product [N:2]1([CH2:3][CH2:4][S:5]([C:8]2[CH:9]=[C:10]([NH:11][C:8]3[CH:9]=[CH:10][CH:12]=[CH:13][CH:14]=3)[CH:12]=[CH:13][CH:14]=2)(=[O:7])=[O:6])[CH2:15][CH2:18][O:19][CH2:20][CH2:1]1, predict the reactants needed to synthesize it. The reactants are: [CH3:1][N:2]([CH3:15])[CH2:3][CH2:4][S:5]([C:8]1[CH:9]=[C:10]([CH:12]=[CH:13][CH:14]=1)[NH2:11])(=[O:7])=[O:6].N1C[CH2:20][O:19][CH2:18]C1.